Dataset: Forward reaction prediction with 1.9M reactions from USPTO patents (1976-2016). Task: Predict the product of the given reaction. (1) Given the reactants [CH3:1][C:2]1[C:11]2[CH:10]=[C:9]3[O:12][CH2:13][O:14][C:8]3=[CH:7][C:6]=2[O:5][C:4](=[O:15])[C:3]=1[CH2:16][C:17]([O:19]CC)=[O:18].Cl, predict the reaction product. The product is: [CH3:1][C:2]1[C:11]2[CH:10]=[C:9]3[O:12][CH2:13][O:14][C:8]3=[CH:7][C:6]=2[O:5][C:4](=[O:15])[C:3]=1[CH2:16][C:17]([OH:19])=[O:18]. (2) Given the reactants O[CH:2]([CH3:19])[CH2:3][CH2:4][CH2:5][CH2:6][CH2:7][CH2:8][CH2:9][CH:10]=[CH:11][CH2:12][CH2:13][CH2:14][CH2:15][C:16]([OH:18])=[O:17].OC(CC)CCCCCCC=CCCCCC(O)=O.OC(CCC)CCCCCC=CCCCCC(O)=O, predict the reaction product. The product is: [C:16]([OH:18])(=[O:17])[CH2:15][CH2:14][CH2:13][CH2:12]/[CH:11]=[CH:10]\[CH2:9][CH2:8][CH2:7][CH2:6][CH2:5][CH2:4][CH2:3][CH2:2][CH3:19]. (3) Given the reactants [Cl:1]Cl.[Cl:3][C:4]([Cl:9])([Cl:8])[CH2:5][CH2:6][Cl:7], predict the reaction product. The product is: [Cl:3][C:4]([Cl:8])=[CH:5][CH2:6][Cl:7].[Cl:3][C:4]([Cl:9])([Cl:8])[CH:5]([Cl:1])[CH2:6][Cl:7].[Cl:9][C:4]([Cl:8])=[C:5]([Cl:1])[CH2:6][Cl:7]. (4) The product is: [CH2:1]([C@H:8]1[CH2:12][O:11][C:10](=[O:13])[N:9]1[C:14](=[O:51])[C@@H:15]([O:49][CH3:50])[CH2:16][C:18]1[CH:23]=[CH:22][C:21]([O:24][CH2:25][CH2:26][C:27]2[N:28]=[C:29]([C:33]3[CH:34]=[CH:35][CH:36]=[CH:37][CH:38]=3)[O:30][C:31]=2[CH3:32])=[CH:20][C:19]=1[O:39][Si:40]([CH3:47])([CH3:48])[C:41]([CH3:45])([CH3:46])[CH:42]([CH3:43])[CH3:44])[C:2]1[CH:3]=[CH:4][CH:5]=[CH:6][CH:7]=1. Given the reactants [CH2:1]([C@H:8]1[CH2:12][O:11][C:10](=[O:13])[N:9]1[C:14](=[O:51])[C@@H:15]([O:49][CH3:50])[C@@H:16]([C:18]1[CH:23]=[CH:22][C:21]([O:24][CH2:25][CH2:26][C:27]2[N:28]=[C:29]([C:33]3[CH:38]=[CH:37][CH:36]=[CH:35][CH:34]=3)[O:30][C:31]=2[CH3:32])=[CH:20][C:19]=1[O:39][Si:40]([CH3:48])([CH3:47])[C:41]([CH3:46])([CH3:45])[CH:42]([CH3:44])[CH3:43])O)[C:2]1[CH:7]=[CH:6][CH:5]=[CH:4][CH:3]=1.C([SiH](CC)CC)C, predict the reaction product. (5) Given the reactants [OH-].[Na+].C[O:4][C:5](=[O:41])[CH2:6][C:7]1[CH:12]=[CH:11][C:10]([C:13]2[CH:18]=[CH:17][C:16]([C:19]([CH2:38][CH3:39])([C:22]3[CH:27]=[CH:26][C:25]([CH2:28][CH2:29][C:30]4([OH:36])[CH2:35][CH2:34][CH2:33][CH2:32][CH2:31]4)=[C:24]([CH3:37])[CH:23]=3)[CH2:20][CH3:21])=[CH:15][C:14]=2[CH3:40])=[CH:9][CH:8]=1.[Cl-].[NH4+], predict the reaction product. The product is: [CH2:20]([C:19]([C:16]1[CH:17]=[CH:18][C:13]([C:10]2[CH:9]=[CH:8][C:7]([CH2:6][C:5]([OH:41])=[O:4])=[CH:12][CH:11]=2)=[C:14]([CH3:40])[CH:15]=1)([C:22]1[CH:27]=[CH:26][C:25]([CH2:28][CH2:29][C:30]2([OH:36])[CH2:35][CH2:34][CH2:33][CH2:32][CH2:31]2)=[C:24]([CH3:37])[CH:23]=1)[CH2:38][CH3:39])[CH3:21]. (6) Given the reactants [NH2:1][CH2:2][CH:3]([OH:7])[C:4]([OH:6])=[O:5].[OH-].[Na+].[C:10](O[C:10]([O:12][C:13]([CH3:16])([CH3:15])[CH3:14])=[O:11])([O:12][C:13]([CH3:16])([CH3:15])[CH3:14])=[O:11], predict the reaction product. The product is: [C:13]([O:12][C:10]([NH:1][CH2:2][CH:3]([OH:7])[C:4]([OH:6])=[O:5])=[O:11])([CH3:16])([CH3:15])[CH3:14]. (7) Given the reactants [F:1][C:2]1[CH:10]=[CH:9][CH:8]=[C:7]([F:11])[C:3]=1[C:4](O)=[O:5].P(Cl)(Cl)(Cl)(Cl)Cl.[N-:18]=[N+:19]=[N-:20].[Na+], predict the reaction product. The product is: [F:1][C:2]1[CH:10]=[CH:9][CH:8]=[C:7]([F:11])[C:3]=1[C:4]([N:18]=[N+:19]=[N-:20])=[O:5].